Task: Predict the reaction yield, written as a fraction of the theoretical maximum amount of product (1.0 means a 100% yield; for example, 0.34 means a 34% yield).. Dataset: Reaction yield outcomes from USPTO patents with 853,638 reactions (1) The reactants are [NH2:1][C:2]1[CH:3]=[C:4]([CH:8]=[CH:9][CH:10]=1)[C:5]([OH:7])=[O:6].C(N(C(C)C)C(C)C)C.[C:20]([NH:37][CH2:38][C:39](Cl)=[O:40])([O:22][CH2:23][CH:24]1[C:36]2[C:31](=[CH:32][CH:33]=[CH:34][CH:35]=2)[C:30]2[C:25]1=[CH:26][CH:27]=[CH:28][CH:29]=2)=[O:21].Cl. The catalyst is C1COCC1.C(Cl)Cl. The product is [CH:26]1[C:25]2[CH:24]([CH2:23][O:22][C:20]([NH:37][CH2:38][C:39]([NH:1][C:2]3[CH:3]=[C:4]([CH:8]=[CH:9][CH:10]=3)[C:5]([OH:7])=[O:6])=[O:40])=[O:21])[C:36]3[C:31](=[CH:32][CH:33]=[CH:34][CH:35]=3)[C:30]=2[CH:29]=[CH:28][CH:27]=1. The yield is 0.430. (2) The reactants are [NH:1]1[CH2:4][CH2:3][CH:2]1[C:5]([O:7][CH2:8][C:9]1[CH:14]=[CH:13][CH:12]=[CH:11][CH:10]=1)=[O:6].C(=O)([O-])[O-].[K+].[K+].Cl[C:22]([O:24][CH2:25][C:26]1[CH:31]=[CH:30][CH:29]=[CH:28][CH:27]=1)=[O:23]. The catalyst is O1CCOCC1.O.N1CCNCC1. The product is [N:1]1([C:22]([O:24][CH2:25][C:26]2[CH:31]=[CH:30][CH:29]=[CH:28][CH:27]=2)=[O:23])[CH2:4][CH2:3][CH:2]1[C:5]([O:7][CH2:8][C:9]1[CH:14]=[CH:13][CH:12]=[CH:11][CH:10]=1)=[O:6]. The yield is 0.960. (3) The reactants are [NH2:1][C:2]1[C:6]([C:7]([O:9][CH2:10][CH3:11])=[O:8])=[CH:5][N:4]([CH:12]2[CH2:16][CH2:15][CH2:14][CH2:13]2)[N:3]=1.[CH3:17][O:18][C:19]1[CH:28]=[CH:27][C:22]([CH2:23][N:24]=[C:25]=[O:26])=[CH:21][CH:20]=1.C(N(CC)CC)C. The catalyst is C1(C)C=CC=CC=1. The product is [CH:12]1([N:4]2[CH:5]=[C:6]([C:7]([O:9][CH2:10][CH3:11])=[O:8])[C:2]([NH:1][C:25]([NH:24][CH2:23][C:22]3[CH:27]=[CH:28][C:19]([O:18][CH3:17])=[CH:20][CH:21]=3)=[O:26])=[N:3]2)[CH2:16][CH2:15][CH2:14][CH2:13]1. The yield is 1.00. (4) The reactants are [CH2:1]([N:8]1[CH:17]=[C:16]([CH:18]=O)[C:15]2[C:10](=[CH:11][CH:12]=[CH:13][CH:14]=2)[C:9]1=[O:20])[C:2]1[CH:7]=[CH:6][CH:5]=[CH:4][CH:3]=1.[F:21][C:22]1[CH:23]=[C:24]2[C:28](=[CH:29][CH:30]=1)[N:27]([CH2:31][C:32]([O:34][CH3:35])=[O:33])[C:26]([CH3:36])=[CH:25]2.C([SiH](CC)CC)C.FC(F)(F)C(O)=O.C([O-])(O)=O.[Na+]. The catalyst is C(Cl)Cl. The product is [CH2:1]([N:8]1[CH:17]=[C:16]([CH2:18][C:25]2[C:24]3[C:28](=[CH:29][CH:30]=[C:22]([F:21])[CH:23]=3)[N:27]([CH2:31][C:32]([O:34][CH3:35])=[O:33])[C:26]=2[CH3:36])[C:15]2[C:10](=[CH:11][CH:12]=[CH:13][CH:14]=2)[C:9]1=[O:20])[C:2]1[CH:3]=[CH:4][CH:5]=[CH:6][CH:7]=1. The yield is 0.920. (5) The reactants are [Cl:1][C:2]1[CH:3]=[C:4]([CH:7]=[CH:8][CH:9]=1)[CH:5]=O.[CH3:10][C:11]([CH3:13])=[O:12].[OH-].[Na+].O. The catalyst is C(O)C. The product is [Cl:1][C:2]1[CH:3]=[C:4]([CH:5]=[CH:10][C:11](=[O:12])[CH:13]=[CH:5][C:4]2[CH:7]=[CH:8][CH:9]=[C:2]([Cl:1])[CH:3]=2)[CH:7]=[CH:8][CH:9]=1. The yield is 0.900. (6) The reactants are [NH:1]1[CH2:5][CH2:4][CH2:3][CH2:2]1.[F:6][C:7]1[CH:12]=[CH:11][CH:10]=[C:9]([N+:13]([O-:15])=[O:14])[C:8]=1[CH3:16].[CH3:17]OC(OC)N(C)C. No catalyst specified. The product is [F:6][C:7]1[CH:12]=[CH:11][CH:10]=[C:9]([N+:13]([O-:15])=[O:14])[C:8]=1[CH:16]=[CH:17][N:1]1[CH2:5][CH2:4][CH2:3][CH2:2]1. The yield is 0.800.